Dataset: NCI-60 drug combinations with 297,098 pairs across 59 cell lines. Task: Regression. Given two drug SMILES strings and cell line genomic features, predict the synergy score measuring deviation from expected non-interaction effect. (1) Drug 1: CCC1=C2CN3C(=CC4=C(C3=O)COC(=O)C4(CC)O)C2=NC5=C1C=C(C=C5)O. Cell line: HOP-92. Synergy scores: CSS=24.8, Synergy_ZIP=-12.6, Synergy_Bliss=-2.36, Synergy_Loewe=-0.850, Synergy_HSA=1.01. Drug 2: C1CN(CCN1C(=O)CCBr)C(=O)CCBr. (2) Drug 1: C1=NC2=C(N=C(N=C2N1C3C(C(C(O3)CO)O)O)F)N. Drug 2: C(CCl)NC(=O)N(CCCl)N=O. Cell line: MALME-3M. Synergy scores: CSS=8.74, Synergy_ZIP=-3.32, Synergy_Bliss=-0.949, Synergy_Loewe=-2.17, Synergy_HSA=0.471. (3) Drug 1: CN(C)C1=NC(=NC(=N1)N(C)C)N(C)C. Synergy scores: CSS=0.0185, Synergy_ZIP=0.163, Synergy_Bliss=0.850, Synergy_Loewe=-3.04, Synergy_HSA=-1.63. Drug 2: CC1=C(C=C(C=C1)NC(=O)C2=CC=C(C=C2)CN3CCN(CC3)C)NC4=NC=CC(=N4)C5=CN=CC=C5. Cell line: U251. (4) Drug 1: C1CC(=O)NC(=O)C1N2CC3=C(C2=O)C=CC=C3N. Drug 2: CC12CCC3C(C1CCC2=O)CC(=C)C4=CC(=O)C=CC34C. Cell line: KM12. Synergy scores: CSS=37.2, Synergy_ZIP=3.13, Synergy_Bliss=-1.15, Synergy_Loewe=-0.142, Synergy_HSA=0.0430.